From a dataset of Full USPTO retrosynthesis dataset with 1.9M reactions from patents (1976-2016). Predict the reactants needed to synthesize the given product. Given the product [Cl:23][C:24]1[CH:29]=[C:28]([F:30])[CH:27]=[CH:26][C:25]=1[CH2:31][S:32]([NH:35][C:20]([CH:18]1[CH2:19][N:16]([C:4]2[C:3]([C:1]#[N:2])=[CH:8][C:7]([C:9]([O:11][CH2:12][CH3:13])=[O:10])=[C:6]([O:14][CH3:15])[N:5]=2)[CH2:17]1)=[O:22])(=[O:33])=[O:34], predict the reactants needed to synthesize it. The reactants are: [C:1]([C:3]1[C:4]([N:16]2[CH2:19][CH:18]([C:20]([OH:22])=O)[CH2:17]2)=[N:5][C:6]([O:14][CH3:15])=[C:7]([C:9]([O:11][CH2:12][CH3:13])=[O:10])[CH:8]=1)#[N:2].[Cl:23][C:24]1[CH:29]=[C:28]([F:30])[CH:27]=[CH:26][C:25]=1[CH2:31][S:32]([NH2:35])(=[O:34])=[O:33].